This data is from Catalyst prediction with 721,799 reactions and 888 catalyst types from USPTO. The task is: Predict which catalyst facilitates the given reaction. Reactant: Br[CH:2]([CH3:15])[C:3]([C:5]1[C:14]2[C:9](=[CH:10][CH:11]=[CH:12][CH:13]=2)[CH:8]=[CH:7][CH:6]=1)=O.[NH2:16][C:17]([NH2:19])=[S:18]. Product: [NH2:19][C:17]1[S:18][C:2]([CH3:15])=[C:3]([C:5]2[C:14]3[C:9](=[CH:10][CH:11]=[CH:12][CH:13]=3)[CH:8]=[CH:7][CH:6]=2)[N:16]=1. The catalyst class is: 11.